From a dataset of Full USPTO retrosynthesis dataset with 1.9M reactions from patents (1976-2016). Predict the reactants needed to synthesize the given product. (1) Given the product [Cl:16][C:17]1[CH:18]=[N:19][CH:20]=[CH:21][C:22]=1[C:2]1[C:3]([NH:9][CH:10]2[CH2:15][CH2:14][O:13][CH2:12][CH2:11]2)=[N:4][C:5]([NH2:8])=[N:6][CH:7]=1, predict the reactants needed to synthesize it. The reactants are: Br[C:2]1[C:3]([NH:9][CH:10]2[CH2:15][CH2:14][O:13][CH2:12][CH2:11]2)=[N:4][C:5]([NH2:8])=[N:6][CH:7]=1.[Cl:16][C:17]1[CH:18]=[N:19][CH:20]=[CH:21][C:22]=1B(O)O. (2) Given the product [CH2:1]([O:3][C:4]([C:6]1[NH:7][N:8]=[C:9]([CH2:11][CH2:12][CH3:13])[C:10]=1[I:14])=[O:5])[CH3:2], predict the reactants needed to synthesize it. The reactants are: [CH2:1]([O:3][C:4]([C:6]1[NH:7][N:8]=[C:9]([CH2:11][CH2:12][CH3:13])[CH:10]=1)=[O:5])[CH3:2].[I:14]N1C(=O)CCC1=O.